This data is from Forward reaction prediction with 1.9M reactions from USPTO patents (1976-2016). The task is: Predict the product of the given reaction. (1) Given the reactants [N:1]([C@H:4]1[CH2:7][C@H:6]([CH2:8][NH:9][C:10](=[O:16])[O:11][C:12]([CH3:15])([CH3:14])[CH3:13])[CH2:5]1)=[N+]=[N-].C=O.[CH3:19][C:20]([CH3:22])=O, predict the reaction product. The product is: [CH:20]([NH:1][C@H:4]1[CH2:7][C@H:6]([CH2:8][NH:9][C:10](=[O:16])[O:11][C:12]([CH3:15])([CH3:14])[CH3:13])[CH2:5]1)([CH3:22])[CH3:19]. (2) Given the reactants [CH3:1][C:2]1([CH3:13])[O:9][C@@H:8]2[C@@H:4]([C@@H:5]([CH2:11][OH:12])[O:6][CH:7]2[OH:10])[O:3]1.C(N(CC)CC)C.[C:21](Cl)([C:34]1[CH:39]=[CH:38][CH:37]=[CH:36][CH:35]=1)([C:28]1[CH:33]=[CH:32][CH:31]=[CH:30][CH:29]=1)[C:22]1[CH:27]=[CH:26][CH:25]=[CH:24][CH:23]=1.C(=O)(O)[O-].[Na+], predict the reaction product. The product is: [CH3:1][C:2]1([CH3:13])[O:9][C@@H:8]2[C@@H:4]([C@@H:5]([CH2:11][O:12][C:21]([C:22]3[CH:27]=[CH:26][CH:25]=[CH:24][CH:23]=3)([C:34]3[CH:35]=[CH:36][CH:37]=[CH:38][CH:39]=3)[C:28]3[CH:29]=[CH:30][CH:31]=[CH:32][CH:33]=3)[O:6][CH:7]2[OH:10])[O:3]1. (3) Given the reactants [CH3:1][S:2]([OH:5])(=[O:4])=[O:3].C(N(CC)CC)C.C1(P(C2C=CC=CC=2)C2C=CC=CC=2)C=CC=CC=1.C[O:33][C:34]([C@H:36]1[CH2:40][C@@H:39](O)[CH2:38][N:37]1[C:42]([O:44][C:45]([CH3:48])([CH3:47])[CH3:46])=[O:43])=[O:35].N(C(OC(C)C)=O)=NC(OC(C)C)=O, predict the reaction product. The product is: [C:45]([O:44][C:42]([N:37]1[CH2:38][C@@H:39]([O:3][S:2]([CH3:1])(=[O:5])=[O:4])[CH2:40][C@@H:36]1[C:34]([OH:35])=[O:33])=[O:43])([CH3:48])([CH3:46])[CH3:47]. (4) Given the reactants [C:1]([C:3]1[CH:4]=[C:5]2[C:9](=[CH:10][CH:11]=1)[NH:8][CH:7]=[CH:6]2)#[N:2].[Cl:12]N1C(=O)CCC1=O, predict the reaction product. The product is: [Cl:12][C:6]1[C:5]2[C:9](=[CH:10][CH:11]=[C:3]([C:1]#[N:2])[CH:4]=2)[NH:8][CH:7]=1. (5) Given the reactants [OH:1][C:2]([C@H:9]1[CH2:14][CH2:13][C@H:12]([C:15](OCCCC)=[O:16])[CH2:11][CH2:10]1)([C:4]1[S:5][CH:6]=[CH:7][N:8]=1)[CH3:3].C1COCC1.[H-].[Al+3].[Li+].[H-].[H-].[H-], predict the reaction product. The product is: [OH:16][CH2:15][C@H:12]1[CH2:13][CH2:14][C@H:9]([C:2]([C:4]2[S:5][CH:6]=[CH:7][N:8]=2)([OH:1])[CH3:3])[CH2:10][CH2:11]1.